This data is from Peptide-MHC class I binding affinity with 185,985 pairs from IEDB/IMGT. The task is: Regression. Given a peptide amino acid sequence and an MHC pseudo amino acid sequence, predict their binding affinity value. This is MHC class I binding data. (1) The peptide sequence is TTTAQGTSMY. The MHC is HLA-A02:06 with pseudo-sequence HLA-A02:06. The binding affinity (normalized) is 0.166. (2) The peptide sequence is FSISVDFTHN. The MHC is H-2-Db with pseudo-sequence H-2-Db. The binding affinity (normalized) is 0.0646. (3) The peptide sequence is SSLRREHIK. The MHC is HLA-A33:01 with pseudo-sequence HLA-A33:01. The binding affinity (normalized) is 0.0277. (4) The peptide sequence is LLNMRDLIV. The MHC is HLA-A02:06 with pseudo-sequence HLA-A02:06. The binding affinity (normalized) is 0.500. (5) The peptide sequence is TSDSKSIENK. The MHC is HLA-A33:01 with pseudo-sequence HLA-A33:01. The binding affinity (normalized) is 0.0351. (6) The peptide sequence is NITTLLNET. The MHC is HLA-A02:03 with pseudo-sequence HLA-A02:03. The binding affinity (normalized) is 0.263. (7) The peptide sequence is VVYIILAPK. The MHC is HLA-A11:01 with pseudo-sequence HLA-A11:01. The binding affinity (normalized) is 0.693.